From a dataset of Forward reaction prediction with 1.9M reactions from USPTO patents (1976-2016). Predict the product of the given reaction. Given the reactants [OH-].[Na+].[Cl:3][C:4]1[CH:38]=[CH:37][C:7]([CH2:8][N:9]2[C:14]([NH:15][C:16]3[CH:21]=[CH:20][C:19]([O:22][C:23]4[CH:28]=[CH:27][CH:26]=[C:25]([C:29]([O:31]C)=[O:30])[CH:24]=4)=[CH:18][CH:17]=3)=[CH:13][C:12](=[O:33])[N:11]([CH2:34][CH3:35])[C:10]2=[O:36])=[CH:6][CH:5]=1.CO.C(O)(=O)CC(CC(O)=O)(C(O)=O)O, predict the reaction product. The product is: [Cl:3][C:4]1[CH:5]=[CH:6][C:7]([CH2:8][N:9]2[C:14]([NH:15][C:16]3[CH:17]=[CH:18][C:19]([O:22][C:23]4[CH:28]=[CH:27][CH:26]=[C:25]([C:29]([OH:31])=[O:30])[CH:24]=4)=[CH:20][CH:21]=3)=[CH:13][C:12](=[O:33])[N:11]([CH2:34][CH3:35])[C:10]2=[O:36])=[CH:37][CH:38]=1.